This data is from Catalyst prediction with 721,799 reactions and 888 catalyst types from USPTO. The task is: Predict which catalyst facilitates the given reaction. Reactant: [CH:1]([C:3]1[CH:12]=[CH:11][C:6]([C:7]([O:9][CH3:10])=[O:8])=[CH:5][CH:4]=1)=[O:2].[C:13]1([Mg]Cl)[CH:18]=[CH:17][CH:16]=[CH:15][CH:14]=1.O1CCCC1. Product: [OH:2][CH:1]([C:13]1[CH:18]=[CH:17][CH:16]=[CH:15][CH:14]=1)[C:3]1[CH:12]=[CH:11][C:6]([C:7]([O:9][CH3:10])=[O:8])=[CH:5][CH:4]=1. The catalyst class is: 4.